The task is: Regression. Given a peptide amino acid sequence and an MHC pseudo amino acid sequence, predict their binding affinity value. This is MHC class II binding data.. This data is from Peptide-MHC class II binding affinity with 134,281 pairs from IEDB. (1) The peptide sequence is MAFLRSVSCLAAAVF. The MHC is HLA-DQA10301-DQB10302 with pseudo-sequence HLA-DQA10301-DQB10302. The binding affinity (normalized) is 0.353. (2) The peptide sequence is EKCYFAATQFEPLAA. The MHC is HLA-DQA10301-DQB10302 with pseudo-sequence HLA-DQA10301-DQB10302. The binding affinity (normalized) is 0.426. (3) The peptide sequence is FTVQEMVALSGAHTL. The MHC is HLA-DQA10102-DQB10602 with pseudo-sequence HLA-DQA10102-DQB10602. The binding affinity (normalized) is 0.616.